The task is: Predict which catalyst facilitates the given reaction.. This data is from Catalyst prediction with 721,799 reactions and 888 catalyst types from USPTO. Reactant: [CH2:1]([O:3][C:4]1[CH:9]=[CH:8][C:7]([C:10]([O:19][CH3:20])([O:17][CH3:18])[CH2:11][CH2:12][C:13]([O:15]C)=[O:14])=[CH:6][CH:5]=1)[CH3:2].[OH-].[K+:22]. Product: [CH2:1]([O:3][C:4]1[CH:5]=[CH:6][C:7]([C:10]([O:19][CH3:20])([O:17][CH3:18])[CH2:11][CH2:12][C:13]([O-:15])=[O:14])=[CH:8][CH:9]=1)[CH3:2].[K+:22]. The catalyst class is: 5.